This data is from Catalyst prediction with 721,799 reactions and 888 catalyst types from USPTO. The task is: Predict which catalyst facilitates the given reaction. (1) Reactant: [CH:1]1[CH:2]=[CH:3][C:4]2N(O)N=N[C:5]=2[CH:6]=1.C[CH2:12][N:13]=[C:14]=[N:15][CH2:16][CH2:17][CH2:18]N(C)C.O1CCCC[CH:23]1ON.CCN(C(C)C)C(C)C.[OH:39][NH:40][C:41](=[O:44])[CH:42]=[CH2:43].CC1(C)C2(CS(O)(=O)=O)C(CC1CC2)=O. Product: [OH:39][NH:40][C:41](=[O:44])[CH:42]=[CH:43][C:6]1[CH:1]=[CH:2][CH:3]=[C:4]([C:14]2[N:13]([CH3:12])[C:17]([CH3:18])=[C:16]([CH3:23])[N:15]=2)[CH:5]=1. The catalyst class is: 656. (2) Reactant: [CH2:1]([C:5]([CH3:36])([CH2:11][C:12]1[CH:17]=[CH:16][C:15]([O:18][CH2:19][CH2:20][NH:21][C:22](=[O:35])[C:23]2[CH:28]=[CH:27][C:26]([C:29]3[CH:34]=[CH:33][CH:32]=[CH:31][N:30]=3)=[CH:25][CH:24]=2)=[CH:14][CH:13]=1)[C:6]([O:8]CC)=[O:7])[CH2:2][CH2:3][CH3:4].[OH-].[Na+].[OH-].[K+]. Product: [CH2:1]([C:5]([CH3:36])([CH2:11][C:12]1[CH:17]=[CH:16][C:15]([O:18][CH2:19][CH2:20][NH:21][C:22](=[O:35])[C:23]2[CH:24]=[CH:25][C:26]([C:29]3[CH:34]=[CH:33][CH:32]=[CH:31][N:30]=3)=[CH:27][CH:28]=2)=[CH:14][CH:13]=1)[C:6]([OH:8])=[O:7])[CH2:2][CH2:3][CH3:4]. The catalyst class is: 98. (3) Reactant: [H-].[Na+].[C:3]([N:7]1[C:11]([Cl:12])=[C:10]([NH:13][C:14](=[O:20])[O:15][C:16]([CH3:19])([CH3:18])[CH3:17])[CH:9]=[N:8]1)([CH3:6])([CH3:5])[CH3:4].[CH2:21](I)[CH3:22].CN(C)C=O. Product: [C:3]([N:7]1[C:11]([Cl:12])=[C:10]([N:13]([CH2:21][CH3:22])[C:14](=[O:20])[O:15][C:16]([CH3:19])([CH3:18])[CH3:17])[CH:9]=[N:8]1)([CH3:6])([CH3:5])[CH3:4]. The catalyst class is: 7. (4) Reactant: [Cl:1][C:2]1[C:7]([C:8]([O:10][C:11]2[CH:16]=[C:15]([NH:17][S:18]([CH3:21])(=[O:20])=[O:19])[CH:14]=[C:13]([OH:22])[CH:12]=2)=[O:9])=[C:6](Cl)[N:5]=[CH:4][N:3]=1.[NH3:24]. Product: [NH2:24][C:6]1[C:7]([C:8]([O:10][C:11]2[CH:16]=[C:15]([NH:17][S:18]([CH3:21])(=[O:20])=[O:19])[CH:14]=[C:13]([OH:22])[CH:12]=2)=[O:9])=[C:2]([Cl:1])[N:3]=[CH:4][N:5]=1. The catalyst class is: 12. (5) Reactant: [CH2:1]([O:8][C:9]1[CH:10]=[C:11]([CH:15]=[C:16]([O:18][C@@H:19]([CH3:23])[CH2:20][O:21][CH3:22])[CH:17]=1)[C:12](O)=O)[C:2]1[CH:7]=[CH:6][CH:5]=[CH:4][CH:3]=1.[NH2:24][C:25]1[C:30]([NH2:31])=[CH:29][CH:28]=[CH:27][N:26]=1.CCN=C=NCCCN(C)C.O. Product: [CH2:1]([O:8][C:9]1[CH:10]=[C:11]([C:12]2[NH:24][C:25]3=[N:26][CH:27]=[CH:28][CH:29]=[C:30]3[N:31]=2)[CH:15]=[C:16]([O:18][C@@H:19]([CH3:23])[CH2:20][O:21][CH3:22])[CH:17]=1)[C:2]1[CH:7]=[CH:6][CH:5]=[CH:4][CH:3]=1. The catalyst class is: 3. (6) Reactant: [CH3:1][NH:2][C:3]([C:5]1[CH:10]=[C:9]([O:11][C:12]2[CH:13]=[CH:14][C:15]3[O:19][C@@H:18]4[C@@H:20]([NH:21]C(=O)OC(C)(C)C)[C@@H:17]4[C:16]=3[CH:29]=2)[CH:8]=[CH:7][N:6]=1)=[O:4].[ClH:30].CC(=O)OCC. Product: [ClH:30].[NH2:21][C@H:20]1[C@H:17]2[C@@H:18]1[O:19][C:15]1[CH:14]=[CH:13][C:12]([O:11][C:9]3[CH:8]=[CH:7][N:6]=[C:5]([C:3]([NH:2][CH3:1])=[O:4])[CH:10]=3)=[CH:29][C:16]=12. The catalyst class is: 425. (7) Reactant: [C:1]([O:5][C:6]([N:8]([CH2:28][O:29][CH2:30][CH2:31][Si:32]([CH3:35])([CH3:34])[CH3:33])[C:9]1[S:10][C:11]([C:24]([O:26][CH3:27])=[O:25])=[CH:12][C@:13]([C:16]2[CH:21]=[CH:20][CH:19]=[C:18]([F:22])[C:17]=2[F:23])([CH3:15])[N:14]=1)=[O:7])([CH3:4])([CH3:3])[CH3:2].[CH3:36]S(C)(=O)=C. The catalyst class is: 1. Product: [C:1]([O:5][C:6]([N:8]([CH2:28][O:29][CH2:30][CH2:31][Si:32]([CH3:34])([CH3:35])[CH3:33])[C:9]1[S:10][C@:11]2([C:24]([O:26][CH3:27])=[O:25])[C@H:12]([C@:13]([C:16]3[CH:21]=[CH:20][CH:19]=[C:18]([F:22])[C:17]=3[F:23])([CH3:15])[N:14]=1)[CH2:36]2)=[O:7])([CH3:4])([CH3:3])[CH3:2].